Regression. Given a peptide amino acid sequence and an MHC pseudo amino acid sequence, predict their binding affinity value. This is MHC class II binding data. From a dataset of Peptide-MHC class II binding affinity with 134,281 pairs from IEDB. (1) The peptide sequence is ERTVRVLDTVEKWLA. The MHC is DRB1_1301 with pseudo-sequence DRB1_1301. The binding affinity (normalized) is 0.501. (2) The peptide sequence is MLHHWIKVEYGNLSL. The MHC is HLA-DQA10102-DQB10501 with pseudo-sequence HLA-DQA10102-DQB10501. The binding affinity (normalized) is 0.710. (3) The binding affinity (normalized) is 0.270. The peptide sequence is YVGHDEFDAFVAYHI. The MHC is DRB3_0202 with pseudo-sequence DRB3_0202. (4) The peptide sequence is RTTHYGSLPQKSQHGR. The MHC is H-2-IAd with pseudo-sequence H-2-IAd. The binding affinity (normalized) is 0.590. (5) The peptide sequence is NKAGVRIYVDIVLNH. The MHC is DRB1_0802 with pseudo-sequence DRB1_0802. The binding affinity (normalized) is 0.452. (6) The peptide sequence is GELQIVDKIDAAFLI. The MHC is DRB1_1302 with pseudo-sequence DRB1_1302. The binding affinity (normalized) is 0.662. (7) The peptide sequence is LELQIVDKIDAAFKI. The MHC is DRB1_0404 with pseudo-sequence DRB1_0404. The binding affinity (normalized) is 0.417. (8) The binding affinity (normalized) is 0.685. The peptide sequence is CEYIPLFSATARRAM. The MHC is DRB1_0404 with pseudo-sequence DRB1_0404. (9) The peptide sequence is KAIKESTGGAYDTYK. The MHC is DRB1_1101 with pseudo-sequence DRB1_1101. The binding affinity (normalized) is 0.0477.